This data is from Reaction yield outcomes from USPTO patents with 853,638 reactions. The task is: Predict the reaction yield, written as a fraction of the theoretical maximum amount of product (1.0 means a 100% yield; for example, 0.34 means a 34% yield). (1) The reactants are C(N(C(C)C)CC)(C)C.[CH3:10][O:11][C:12]([C@@H:14]1[CH2:18][C@@H:17]([OH:19])[CH2:16][NH:15]1)=[O:13].[N:20]([C:23]1[CH:28]=[CH:27][C:26]([O:29][C:30]([F:33])([F:32])[F:31])=[CH:25][CH:24]=1)=[C:21]=[O:22].O. The catalyst is ClCCl. The product is [CH3:10][O:11][C:12]([C@@H:14]1[CH2:18][C@@H:17]([OH:19])[CH2:16][N:15]1[C:21](=[O:22])[NH:20][C:23]1[CH:28]=[CH:27][C:26]([O:29][C:30]([F:31])([F:33])[F:32])=[CH:25][CH:24]=1)=[O:13]. The yield is 0.970. (2) The reactants are [N+:1]([C:4]1[C:5]([NH2:16])=[N:6][CH:7]=[CH:8][C:9]=1[C:10]1[CH:15]=[CH:14][N:13]=[CH:12][CH:11]=1)([O-])=O. The catalyst is CO.[Pd]. The product is [N:6]1[CH:7]=[CH:8][C:9]([C:10]2[CH:11]=[CH:12][N:13]=[CH:14][CH:15]=2)=[C:4]([NH2:1])[C:5]=1[NH2:16]. The yield is 0.904.